Dataset: Full USPTO retrosynthesis dataset with 1.9M reactions from patents (1976-2016). Task: Predict the reactants needed to synthesize the given product. Given the product [Cl:24][C:25]1[N:26]=[CH:27][C:28]([CH2:31][N:19]2[C:18](=[O:21])[CH:17]=[CH:16][C:15]([C:13]3[O:12][N:11]=[C:10]([C:7]4[CH:8]=[CH:9][C:4]([O:3][C:2]([F:22])([F:1])[F:23])=[CH:5][CH:6]=4)[N:14]=3)=[N:20]2)=[CH:29][CH:30]=1, predict the reactants needed to synthesize it. The reactants are: [F:1][C:2]([F:23])([F:22])[O:3][C:4]1[CH:9]=[CH:8][C:7]([C:10]2[N:14]=[C:13]([C:15]3[CH:16]=[CH:17][C:18](=[O:21])[NH:19][N:20]=3)[O:12][N:11]=2)=[CH:6][CH:5]=1.[Cl:24][C:25]1[CH:30]=[CH:29][C:28]([CH2:31]Cl)=[CH:27][N:26]=1.